This data is from Full USPTO retrosynthesis dataset with 1.9M reactions from patents (1976-2016). The task is: Predict the reactants needed to synthesize the given product. (1) Given the product [ClH:21].[CH3:4][N:3]([CH2:5][CH:6]1[CH2:11][CH:10]([OH:12])[CH2:9][CH:8]=[C:7]1[C:13]1[CH:18]=[CH:17][CH:16]=[C:15]([O:19][CH3:20])[CH:14]=1)[CH3:2], predict the reactants needed to synthesize it. The reactants are: Cl.[CH3:2][N:3]([CH2:5][CH:6]1[CH2:11][CH:10]([OH:12])[CH2:9][CH:8]=[C:7]1[C:13]1[CH:18]=[CH:17][CH:16]=[C:15]([O:19][CH3:20])[CH:14]=1)[CH3:4].[Cl:21][Si](C)(C)C. (2) Given the product [CH3:8][C:9]1[C:13]([C:14]2[N:18]([CH2:2][C:3]([O:5][CH2:6][CH3:7])=[O:4])[C:17]3[CH:19]=[C:20]([CH2:23][C:24]([O:26][CH2:27][C:28]4[CH:33]=[CH:32][CH:31]=[CH:30][CH:29]=4)=[O:25])[CH:21]=[CH:22][C:16]=3[N:15]=2)=[C:12]([CH3:34])[O:11][N:10]=1.[CH3:8][C:9]1[C:13]([C:14]2[N:15]([CH2:2][C:3]([O:5][CH2:6][CH3:7])=[O:4])[C:16]3[CH:22]=[CH:21][C:20]([CH2:23][C:24]([O:26][CH2:27][C:28]4[CH:33]=[CH:32][CH:31]=[CH:30][CH:29]=4)=[O:25])=[CH:19][C:17]=3[N:18]=2)=[C:12]([CH3:34])[O:11][N:10]=1, predict the reactants needed to synthesize it. The reactants are: Br[CH2:2][C:3]([O:5][CH2:6][CH3:7])=[O:4].[CH3:8][C:9]1[C:13]([C:14]2[NH:18][C:17]3[CH:19]=[C:20]([CH2:23][C:24]([O:26][CH2:27][C:28]4[CH:33]=[CH:32][CH:31]=[CH:30][CH:29]=4)=[O:25])[CH:21]=[CH:22][C:16]=3[N:15]=2)=[C:12]([CH3:34])[O:11][N:10]=1.C(N(CC)CC)C. (3) Given the product [Cl:1][C:2]1[CH:7]=[CH:6][C:5]([CH:8]([C:20]2[CH:25]=[CH:24][C:23]([OH:26])=[C:22]([F:27])[CH:21]=2)[CH2:9]/[C:10](/[C:12]2[CH:13]=[CH:14][C:15](=[O:19])[N:16]([CH3:18])[CH:17]=2)=[N:30]\[OH:31])=[C:4]([CH3:28])[CH:3]=1, predict the reactants needed to synthesize it. The reactants are: [Cl:1][C:2]1[CH:7]=[CH:6][C:5]([CH:8]([C:20]2[CH:25]=[CH:24][C:23]([OH:26])=[C:22]([F:27])[CH:21]=2)[CH2:9][C:10]([C:12]2[CH:13]=[CH:14][C:15](=[O:19])[N:16]([CH3:18])[CH:17]=2)=O)=[C:4]([CH3:28])[CH:3]=1.Cl.[NH2:30][OH:31].C(=O)([O-])O.[Na+]. (4) The reactants are: Br[C:2]1[CH:10]=[CH:9][CH:8]=[C:7]2[C:3]=1[CH:4]=[CH:5][N:6]2[S:11]([CH3:14])(=[O:13])=[O:12].[B:15]1([B:15]2[O:19][C:18]([CH3:21])([CH3:20])[C:17]([CH3:23])([CH3:22])[O:16]2)[O:19][C:18]([CH3:21])([CH3:20])[C:17]([CH3:23])([CH3:22])[O:16]1.C([O-])(=O)C.[K+]. Given the product [CH3:14][S:11]([N:6]1[C:7]2[C:3](=[C:2]([B:15]3[O:19][C:18]([CH3:21])([CH3:20])[C:17]([CH3:23])([CH3:22])[O:16]3)[CH:10]=[CH:9][CH:8]=2)[CH:4]=[CH:5]1)(=[O:13])=[O:12], predict the reactants needed to synthesize it. (5) Given the product [OH:8][N:9]1[C:15](=[O:16])[N:14]2[CH2:17][C@H:10]1[CH2:11][CH2:12][C@H:13]2[C:18]1[CH:22]=[C:21]([CH2:23][NH:24][C:25]([NH:34][C:35]([O:37][C:38]([CH3:41])([CH3:40])[CH3:39])=[O:36])=[N:26][C:27]([O:29][C:30]([CH3:33])([CH3:32])[CH3:31])=[O:28])[O:20][N:19]=1, predict the reactants needed to synthesize it. The reactants are: C([O:8][N:9]1[C:15](=[O:16])[N:14]2[CH2:17][C@H:10]1[CH2:11][CH2:12][C@H:13]2[C:18]1[CH:22]=[C:21]([CH2:23][NH:24][C:25]([NH:34][C:35]([O:37][C:38]([CH3:41])([CH3:40])[CH3:39])=[O:36])=[N:26][C:27]([O:29][C:30]([CH3:33])([CH3:32])[CH3:31])=[O:28])[O:20][N:19]=1)C1C=CC=CC=1. (6) Given the product [Cl:3][C:22]1[N:21]=[CH:20][N:19]=[C:18]2[N:14]([C:8]3[CH:9]=[CH:10][CH:11]=[C:12]([Cl:13])[C:7]=3[Cl:6])[N:15]=[CH:16][C:17]=12, predict the reactants needed to synthesize it. The reactants are: P(Cl)(Cl)([Cl:3])=O.[Cl:6][C:7]1[C:12]([Cl:13])=[CH:11][CH:10]=[CH:9][C:8]=1[N:14]1[C:18]2=[N:19][CH:20]=[N:21][C:22](O)=[C:17]2[CH:16]=[N:15]1. (7) Given the product [C:1]([O:5][C:6](=[O:9])[CH2:7][O:12][CH2:11][CH2:10][C:13]([F:24])([F:25])[C:14]([F:22])([F:23])[C:15]([F:20])([F:21])[C:16]([F:17])([F:19])[F:18])([CH3:4])([CH3:3])[CH3:2], predict the reactants needed to synthesize it. The reactants are: [C:1]([O:5][C:6](=[O:9])[CH2:7]Br)([CH3:4])([CH3:3])[CH3:2].[CH2:10]([C:13]([F:25])([F:24])[C:14]([F:23])([F:22])[C:15]([F:21])([F:20])[C:16]([F:19])([F:18])[F:17])[CH2:11][OH:12].C1(C)C=CC=CC=1. (8) Given the product [O:20]1[C:21]2[CH:27]=[CH:26][CH:25]=[CH:24][C:22]=2[CH:23]=[C:19]1[C:12]1[C:13]2[C:18](=[CH:17][CH:16]=[CH:15][CH:14]=2)[N:10]([CH2:9][C:8]2[CH:33]=[C:34]([O:36][CH2:37][CH2:38][O:39][CH3:40])[CH:35]=[C:6]([O:5][CH2:4][CH2:3][O:2][CH3:1])[CH:7]=2)[C:11]=1[C:28]([OH:30])=[O:29], predict the reactants needed to synthesize it. The reactants are: [CH3:1][O:2][CH2:3][CH2:4][O:5][C:6]1[CH:7]=[C:8]([CH:33]=[C:34]([O:36][CH2:37][CH2:38][O:39][CH3:40])[CH:35]=1)[CH2:9][N:10]1[C:18]2[C:13](=[CH:14][CH:15]=[CH:16][CH:17]=2)[C:12]([C:19]2[O:20][C:21]3[CH:27]=[CH:26][CH:25]=[CH:24][C:22]=3[CH:23]=2)=[C:11]1[C:28]([O:30]CC)=[O:29].[OH-].[Na+].Cl. (9) Given the product [Cl:7][C:5]1[N:4]([C:8]2[CH:13]=[CH:12][C:11]([C:14]3[CH:19]=[CH:18][CH:17]=[C:16]([O:20][CH3:21])[C:15]=3[OH:22])=[CH:10][CH:9]=2)[C:3]([C:23]([O:25][CH2:26][CH3:27])=[O:24])=[C:2]([NH:1][C:29]([NH:30][CH2:31][CH2:32][C:33]([O:35][CH2:36][CH3:37])=[O:34])=[O:28])[CH:6]=1, predict the reactants needed to synthesize it. The reactants are: [NH2:1][C:2]1[CH:6]=[C:5]([Cl:7])[N:4]([C:8]2[CH:13]=[CH:12][C:11]([C:14]3[CH:19]=[CH:18][CH:17]=[C:16]([O:20][CH3:21])[C:15]=3[OH:22])=[CH:10][CH:9]=2)[C:3]=1[C:23]([O:25][CH2:26][CH3:27])=[O:24].[O:28]=[C:29]=[N:30][CH2:31][CH2:32][C:33]([O:35][CH2:36][CH3:37])=[O:34].